Task: Predict the product of the given reaction.. Dataset: Forward reaction prediction with 1.9M reactions from USPTO patents (1976-2016) Given the reactants [C:1](O[BH-](OC(=O)C)OC(=O)C)(=O)C.[Na+].C(O)(=O)C.[NH:19]1[CH2:22][CH:21]([O:23][C:24]2[CH:25]=[C:26]([NH:32][C:33](=[O:55])[CH2:34][N:35]3[CH:39]=[C:38]([O:40][C:41]4[C:50]5[C:45](=[CH:46][C:47]([O:53][CH3:54])=[C:48]([O:51][CH3:52])[CH:49]=5)[N:44]=[CH:43][N:42]=4)[CH:37]=[N:36]3)[CH:27]=[CH:28][C:29]=2[O:30][CH3:31])[CH2:20]1.C=O, predict the reaction product. The product is: [CH3:31][O:30][C:29]1[CH:28]=[CH:27][C:26]([NH:32][C:33](=[O:55])[CH2:34][N:35]2[CH:39]=[C:38]([O:40][C:41]3[C:50]4[C:45](=[CH:46][C:47]([O:53][CH3:54])=[C:48]([O:51][CH3:52])[CH:49]=4)[N:44]=[CH:43][N:42]=3)[CH:37]=[N:36]2)=[CH:25][C:24]=1[O:23][CH:21]1[CH2:20][N:19]([CH3:1])[CH2:22]1.